From a dataset of Catalyst prediction with 721,799 reactions and 888 catalyst types from USPTO. Predict which catalyst facilitates the given reaction. (1) Reactant: [CH3:1][O:2][C:3](=[O:16])[CH2:4][O:5][C:6]1[CH:11]=[CH:10][CH:9]=[CH:8][C:7]=1[C:12](=O)[CH2:13][CH3:14].C[O-].[Na+].Cl. Product: [CH3:1][O:2][C:3]([C:4]1[O:5][C:6]2[CH:11]=[CH:10][CH:9]=[CH:8][C:7]=2[C:12]=1[CH2:13][CH3:14])=[O:16]. The catalyst class is: 24. (2) Reactant: CI.[C:3]([O-:6])([O-])=O.[K+].[K+].[Br:9][C:10]1[CH:15]=[C:14]([Cl:16])[C:13](O)=[C:12]([Cl:18])[CH:11]=1.C(OCC)(=O)C. Product: [Br:9][C:10]1[CH:15]=[C:14]([Cl:16])[C:13]([O:6][CH3:3])=[C:12]([Cl:18])[CH:11]=1. The catalyst class is: 3. (3) Reactant: [NH:1]([C:21]([O:23][C:24]([CH3:27])([CH3:26])[CH3:25])=[O:22])[C@H:2]([C:18]([OH:20])=[O:19])[CH2:3][CH2:4][CH2:5][CH2:6][NH:7][C:8]([O:10][CH2:11][C:12]1[CH:17]=[CH:16][CH:15]=[CH:14][CH:13]=1)=[O:9].[CH3:28]I. Product: [CH2:11]([O:10][C:8]([NH:7][CH2:6][CH2:5][CH2:4][CH2:3][C@H:2]([NH:1][C:21]([O:23][C:24]([CH3:27])([CH3:26])[CH3:25])=[O:22])[C:18]([O:20][CH3:28])=[O:19])=[O:9])[C:12]1[CH:17]=[CH:16][CH:15]=[CH:14][CH:13]=1. The catalyst class is: 3. (4) The catalyst class is: 258. Reactant: [ClH:1].[Cl:2][C:3]1[S:7][C:6]([C@H:8]([C:21]([N:23]2[CH2:28][CH2:27][N:26]([C:29]3[C:30]4[C@H:37]([CH3:38])[CH2:36][C@@H:35]([OH:39])[C:31]=4[N:32]=[CH:33][N:34]=3)[CH2:25][CH2:24]2)=[O:22])[CH2:9][N:10]([CH:18]([CH3:20])[CH3:19])C(=O)OC(C)(C)C)=[CH:5][CH:4]=1. Product: [ClH:2].[ClH:1].[Cl:2][C:3]1[S:7][C:6]([C@@H:8]([CH2:9][NH:10][CH:18]([CH3:20])[CH3:19])[C:21]([N:23]2[CH2:24][CH2:25][N:26]([C:29]3[C:30]4[C@H:37]([CH3:38])[CH2:36][C@@H:35]([OH:39])[C:31]=4[N:32]=[CH:33][N:34]=3)[CH2:27][CH2:28]2)=[O:22])=[CH:5][CH:4]=1. (5) Reactant: O.[OH-].[Li+].[C:4]1([C:11]2[CH:16]=[CH:15][CH:14]=[CH:13][CH:12]=2)[C:5]([NH2:10])=[CH:6][CH:7]=[CH:8][CH:9]=1.[C:17](Br)(=[O:19])[CH3:18]. Product: [C:4]1([C:11]2[CH:12]=[CH:13][CH:14]=[CH:15][CH:16]=2)[CH:9]=[CH:8][CH:7]=[CH:6][C:5]=1[NH:10][C:17](=[O:19])[CH3:18]. The catalyst class is: 2. (6) Reactant: [CH3:1][O:2][C:3](=[O:15])[CH2:4][C:5]1[CH:10]=[CH:9][CH:8]=[C:7]([CH2:11][C@@H:12]([NH2:14])[CH3:13])[CH:6]=1.C(N(CC)CC)C.CN1CCCC1=O.[CH2:30]([O:37][C:38]1[CH:39]=[CH:40][C:41]([C@@H:49]([O:52][Si:53]([C:56]([CH3:59])([CH3:58])[CH3:57])([CH3:55])[CH3:54])[CH2:50]Br)=[C:42]2[C:47]=1[NH:46][C:45](=[O:48])[CH:44]=[CH:43]2)[C:31]1[CH:36]=[CH:35][CH:34]=[CH:33][CH:32]=1. Product: [CH3:1][O:2][C:3](=[O:15])[CH2:4][C:5]1[CH:10]=[CH:9][CH:8]=[C:7]([CH2:11][C@@H:12]([NH:14][CH2:50][C@@H:49]([C:41]2[CH:40]=[CH:39][C:38]([O:37][CH2:30][C:31]3[CH:36]=[CH:35][CH:34]=[CH:33][CH:32]=3)=[C:47]3[C:42]=2[CH:43]=[CH:44][C:45](=[O:48])[NH:46]3)[O:52][Si:53]([C:56]([CH3:59])([CH3:58])[CH3:57])([CH3:55])[CH3:54])[CH3:13])[CH:6]=1. The catalyst class is: 25. (7) Reactant: [Cl:1][C:2]1[N:3]=[C:4]([NH:18][CH2:19][CH2:20][NH2:21])[C:5]2[CH2:10][CH2:9][CH:8]([C:11]3[CH:16]=[CH:15][C:14]([F:17])=[CH:13][CH:12]=3)[C:6]=2[N:7]=1.Br[CH2:23][CH2:24][O:25][C:26]1[CH:33]=[C:32]([N+:34]([O-:36])=[O:35])[CH:31]=[CH:30][C:27]=1[C:28]#[N:29]. Product: [Cl:1][C:2]1[N:3]=[C:4]([NH:18][CH2:19][CH2:20][NH:21][CH2:23][CH2:24][O:25][C:26]2[CH:33]=[C:32]([N+:34]([O-:36])=[O:35])[CH:31]=[CH:30][C:27]=2[C:28]#[N:29])[C:5]2[CH2:10][CH2:9][CH:8]([C:11]3[CH:16]=[CH:15][C:14]([F:17])=[CH:13][CH:12]=3)[C:6]=2[N:7]=1. The catalyst class is: 3. (8) Reactant: F[C:2]1[C:7]([I:8])=[CH:6][CH:5]=[CH:4][N:3]=1.[Cl-].[O:10]1[CH2:15][CH2:14][CH:13]([C@H:16]([NH3+:18])[CH3:17])[CH2:12][CH2:11]1.C(=O)([O-])[O-].[Cs+].[Cs+]. Product: [I:8][C:7]1[C:2]([NH:18][C@@H:16]([CH:13]2[CH2:14][CH2:15][O:10][CH2:11][CH2:12]2)[CH3:17])=[N:3][CH:4]=[CH:5][CH:6]=1. The catalyst class is: 44. (9) Reactant: CS(C)=O.[H-].[Na+].[Cl:7][C:8]1[CH:13]=[CH:12][C:11]([CH2:14][C:15]#[N:16])=[CH:10][CH:9]=1.Br[CH2:18][CH2:19][CH2:20]Br. Product: [Cl:7][C:8]1[CH:13]=[CH:12][C:11]([C:14]2([C:15]#[N:16])[CH2:20][CH2:19][CH2:18]2)=[CH:10][CH:9]=1. The catalyst class is: 27. (10) Product: [Br:10][C:11]1[CH:16]=[C:15]([CH:17]([N:1]2[CH2:6][CH2:5][O:4][CH2:3][C:2]2=[O:7])[CH3:18])[CH:14]=[N:13][CH:12]=1. The catalyst class is: 303. Reactant: [NH:1]1[CH2:6][CH2:5][O:4][CH2:3][C:2]1=[O:7].[H-].[Na+].[Br:10][C:11]1[CH:12]=[N:13][CH:14]=[C:15]([CH:17](Br)[CH3:18])[CH:16]=1.[NH4+].[Cl-].